Dataset: Forward reaction prediction with 1.9M reactions from USPTO patents (1976-2016). Task: Predict the product of the given reaction. (1) Given the reactants [CH3:1][C:2]1([CH3:10])[C@H:8]2[CH2:9][C@@H:3]1[CH2:4][CH2:5][C:6]2=[O:7].S([O-])(OCCCCCCCCCCCC)(=O)=O.[Na+].[F:29][B-](F)(F)F.ClC[N+]12CC[N+](F)(CC1)CC2.F[B-](F)(F)F, predict the reaction product. The product is: [F:29][C@@H:5]1[CH2:4][C@H:3]2[CH2:9][C@H:8]([C:2]2([CH3:10])[CH3:1])[C:6]1=[O:7]. (2) The product is: [CH2:1]([O:3][C:4]([C:6]1([C:9]2[CH:10]=[CH:11][C:12]([C:15]3[CH:20]=[CH:19][C:18]([C:21]4[O:25][N:24]=[C:23]([CH3:26])[C:22]=4[NH:27][C:31]4[CH:32]=[CH:33][CH:34]=[C:29]([Br:28])[N:30]=4)=[CH:17][CH:16]=3)=[CH:13][CH:14]=2)[CH2:8][CH2:7]1)=[O:5])[CH3:2]. Given the reactants [CH2:1]([O:3][C:4]([C:6]1([C:9]2[CH:14]=[CH:13][C:12]([C:15]3[CH:20]=[CH:19][C:18]([C:21]4[O:25][N:24]=[C:23]([CH3:26])[C:22]=4[NH2:27])=[CH:17][CH:16]=3)=[CH:11][CH:10]=2)[CH2:8][CH2:7]1)=[O:5])[CH3:2].[Br:28][C:29]1[CH:34]=[CH:33][CH:32]=[C:31](Br)[N:30]=1, predict the reaction product. (3) Given the reactants [Br:1][C:2]1[C:7](=[O:8])[N:6]([C:9]2[C:14]([F:15])=[CH:13][CH:12]=[CH:11][C:10]=2[F:16])[C:5]([CH:17]=O)=[CH:4][C:3]=1[O:19][CH2:20][C:21]1[CH:26]=[CH:25][C:24]([F:27])=[CH:23][C:22]=1[F:28].[CH3:29][O:30][CH2:31][CH2:32][NH2:33], predict the reaction product. The product is: [Br:1][C:2]1[C:7](=[O:8])[N:6]([C:9]2[C:14]([F:15])=[CH:13][CH:12]=[CH:11][C:10]=2[F:16])[C:5]([CH2:17][NH:33][CH2:32][CH2:31][O:30][CH3:29])=[CH:4][C:3]=1[O:19][CH2:20][C:21]1[CH:26]=[CH:25][C:24]([F:27])=[CH:23][C:22]=1[F:28]. (4) Given the reactants [C:1]([OH:9])(=O)[C:2]1[CH:7]=[CH:6][CH:5]=[CH:4][CH:3]=1.C(N(CC)C(C)C)(C)C.CN(C(ON1N=NC2C=CC=NC1=2)=[N+](C)C)C.F[P-](F)(F)(F)(F)F.[NH2:43][CH2:44][CH2:45][NH:46][C:47]1[N:52]=[C:51]([C:53]2[CH:58]=[CH:57][CH:56]=[CH:55][CH:54]=2)[N:50]=[C:49]([NH:59][CH2:60][CH2:61][NH:62][C:63](=[O:65])[CH3:64])[C:48]=1[CH3:66], predict the reaction product. The product is: [C:63]([NH:62][CH2:61][CH2:60][NH:59][C:49]1[N:50]=[C:51]([C:53]2[CH:54]=[CH:55][CH:56]=[CH:57][CH:58]=2)[N:52]=[C:47]([NH:46][CH2:45][CH2:44][NH:43][C:1](=[O:9])[C:2]2[CH:3]=[CH:4][CH:5]=[CH:6][CH:7]=2)[C:48]=1[CH3:66])(=[O:65])[CH3:64]. (5) Given the reactants [CH2:1]([O:8][C:9]1[C:14]([O:15][CH2:16][C@H:17]2[CH2:19][O:18]2)=[CH:13][CH:12]=[C:11]([Cl:20])[C:10]=1[C:21]1[CH:26]=[CH:25][CH:24]=[CH:23][C:22]=1Cl)[C:2]1[CH:7]=[CH:6][CH:5]=[CH:4][CH:3]=1.[CH2:28](OC1C(O)=CC=C(Cl)C=1C1C=CC=CC=1C)C1C=CC=CC=1, predict the reaction product. The product is: [CH2:1]([O:8][C:9]1[C:14]([O:15][CH2:16][C@H:17]2[CH2:19][O:18]2)=[CH:13][CH:12]=[C:11]([Cl:20])[C:10]=1[C:21]1[CH:26]=[CH:25][CH:24]=[CH:23][C:22]=1[CH3:28])[C:2]1[CH:7]=[CH:6][CH:5]=[CH:4][CH:3]=1. (6) Given the reactants C(OC([N:8]1[CH2:15][CH:14]([C:16]([O:18][CH2:19][CH3:20])=[O:17])[CH2:13][CH:12]=[CH:11][CH2:10][CH2:9]1)=O)(C)(C)C.Cl, predict the reaction product. The product is: [NH:8]1[CH2:15][CH:14]([C:16]([O:18][CH2:19][CH3:20])=[O:17])[CH2:13][CH:12]=[CH:11][CH2:10][CH2:9]1. (7) The product is: [C:1]([O:4][CH2:5][CH:6]([OH:20])[C@@H:7]([NH:12][C:13]([O:15][C:16]([CH3:17])([CH3:19])[CH3:18])=[O:14])[CH2:8][CH:9]([CH3:11])[CH3:10])(=[O:3])[CH3:2]. Given the reactants [C:1]([O:4][CH:5](SC)[C:6](=[O:20])[C@@H:7]([NH:12][C:13]([O:15][C:16]([CH3:19])([CH3:18])[CH3:17])=[O:14])[CH2:8][CH:9]([CH3:11])[CH3:10])(=[O:3])[CH3:2].CCO.[BH4-].[Na+].Cl, predict the reaction product. (8) Given the reactants [H-].[Na+].[Cl:3][C:4]1[CH:5]=[C:6]2[C:10](=[CH:11][CH:12]=1)[NH:9][CH:8]=[CH:7]2.Br[CH:14]([CH3:18])[C:15]([NH2:17])=[O:16].O, predict the reaction product. The product is: [Cl:3][C:4]1[CH:5]=[C:6]2[C:10](=[CH:11][CH:12]=1)[N:9]([CH:14]([CH3:18])[C:15]([NH2:17])=[O:16])[CH:8]=[CH:7]2.